Dataset: Catalyst prediction with 721,799 reactions and 888 catalyst types from USPTO. Task: Predict which catalyst facilitates the given reaction. (1) Reactant: [CH2:1]([O:3][C:4]1[CH:5]=[C:6]([C:13]([N:15]2[CH2:18][CH:17]([O:19][CH3:20])[CH2:16]2)=[O:14])[CH:7]=[CH:8][C:9]=1[N+:10]([O-])=O)[CH3:2]. Product: [NH2:10][C:9]1[CH:8]=[CH:7][C:6]([C:13]([N:15]2[CH2:18][CH:17]([O:19][CH3:20])[CH2:16]2)=[O:14])=[CH:5][C:4]=1[O:3][CH2:1][CH3:2]. The catalyst class is: 78. (2) Reactant: [CH2:1]([O:3][C:4]1[CH:9]=[CH:8][CH:7]=[CH:6][C:5]=1[C:10]1([OH:21])[C:18]2[C:13](=[CH:14][CH:15]=[C:16](I)[CH:17]=2)[NH:12][C:11]1=[O:20])[CH3:2].[CH3:22][N:23](C=O)C. Product: [C:22]([C:16]1[CH:17]=[C:18]2[C:13](=[CH:14][CH:15]=1)[NH:12][C:11](=[O:20])[C:10]2([C:5]1[CH:6]=[CH:7][CH:8]=[CH:9][C:4]=1[O:3][CH2:1][CH3:2])[OH:21])#[N:23]. The catalyst class is: 507.